Dataset: Catalyst prediction with 721,799 reactions and 888 catalyst types from USPTO. Task: Predict which catalyst facilitates the given reaction. (1) Reactant: [O:1]1[C:5]2[CH:6]=[CH:7][C:8]([C:10]3[CH:15]=[CH:14][C:13]([C:16]4[N:17]([CH2:22][C@@H:23]5[CH2:27][CH2:26][N:25]([C:28]([CH:30]6[CH2:32][CH2:31]6)=[O:29])[CH2:24]5)[C:18](=[O:21])[NH:19][N:20]=4)=[CH:12][C:11]=3[F:33])=[CH:9][C:4]=2[CH:3]=[CH:2]1.[C:34]([O-])([O-])=O.[K+].[K+].IC. Product: [O:1]1[C:5]2[CH:6]=[CH:7][C:8]([C:10]3[CH:15]=[CH:14][C:13]([C:16]4[N:17]([CH2:22][C@@H:23]5[CH2:27][CH2:26][N:25]([C:28]([CH:30]6[CH2:31][CH2:32]6)=[O:29])[CH2:24]5)[C:18](=[O:21])[N:19]([CH3:34])[N:20]=4)=[CH:12][C:11]=3[F:33])=[CH:9][C:4]=2[CH:3]=[CH:2]1. The catalyst class is: 23. (2) Reactant: [F:1][C:2]([F:16])([F:15])[C:3]1[CH:4]=[C:5]([CH:8]=[C:9]([C:11]([F:14])([F:13])[F:12])[CH:10]=1)[CH2:6]Cl.[C:17]([O:21][C:22]([N:24]1[C:32]2[C:27](=[CH:28][C:29]([OH:33])=[CH:30][CH:31]=2)[CH2:26][CH2:25]1)=[O:23])([CH3:20])([CH3:19])[CH3:18].C(=O)([O-])[O-].[K+].[K+]. Product: [F:1][C:2]([F:16])([F:15])[C:3]1[CH:4]=[C:5]([CH:8]=[C:9]([C:11]([F:14])([F:13])[F:12])[CH:10]=1)[CH2:6][O:33][C:29]1[CH:28]=[C:27]2[C:32](=[CH:31][CH:30]=1)[N:24]([C:22]([O:21][C:17]([CH3:20])([CH3:19])[CH3:18])=[O:23])[CH2:25][CH2:26]2. The catalyst class is: 3. (3) The catalyst class is: 648. Product: [Cl:1][C:2]1[CH:7]=[CH:6][C:5]([N:8]2[C:19]([CH3:20])=[CH:18][C:17]3[C:22]4[C:9]2=[N:10][CH:11]=[N:12][C:13]=4[CH:14]=[C:15]([O:25][CH3:26])[C:16]=3[O:23][CH3:24])=[CH:4][CH:3]=1. Reactant: [Cl:1][C:2]1[CH:7]=[CH:6][C:5]([N:8]2[CH:19]([CH2:20]I)[CH2:18][C:17]3[C:22]4[C:9]2=[N:10][CH:11]=[N:12][C:13]=4[CH:14]=[C:15]([O:25][CH3:26])[C:16]=3[O:23][CH3:24])=[CH:4][CH:3]=1.C1CCN2C(=NCCC2)CC1. (4) Reactant: [F:1][C:2]([F:21])([F:20])[C:3]1([C:7]([N:9]2[CH2:14][CH2:13][CH:12]([C:15](OCC)=[O:16])[CH2:11][CH2:10]2)=O)[CH2:6][CH2:5][CH2:4]1.[H-].[H-].[H-].[H-].[Li+].[Al+3]. Product: [F:21][C:2]([F:1])([F:20])[C:3]1([CH2:7][N:9]2[CH2:10][CH2:11][CH:12]([CH2:15][OH:16])[CH2:13][CH2:14]2)[CH2:4][CH2:5][CH2:6]1. The catalyst class is: 1. (5) Reactant: [N:1]1([CH2:7][C:8]2[CH:9]=[C:10]3[C:15](=[CH:16][CH:17]=2)[CH2:14][CH:13]([NH2:18])[CH2:12][CH2:11]3)[CH2:6][CH2:5][CH2:4][CH2:3][CH2:2]1.[CH3:19]C(OC(OC(OC(C)(C)C)=O)=O)(C)C. Product: [CH3:19][NH:18][CH:13]1[CH2:12][CH2:11][C:10]2[C:15](=[CH:16][CH:17]=[C:8]([CH2:7][N:1]3[CH2:2][CH2:3][CH2:4][CH2:5][CH2:6]3)[CH:9]=2)[CH2:14]1. The catalyst class is: 2. (6) Reactant: [Cl:1][C:2]1[O:6][C:5]([C:7]([O:9][CH3:10])=[O:8])=[CH:4][C:3]=1[C:11]1[N:15]([CH2:16][CH3:17])[N:14]=[CH:13][CH:12]=1.C1C(=O)N([Cl:25])C(=O)C1. Product: [Cl:1][C:2]1[O:6][C:5]([C:7]([O:9][CH3:10])=[O:8])=[CH:4][C:3]=1[C:11]1[N:15]([CH2:16][CH3:17])[N:14]=[CH:13][C:12]=1[Cl:25]. The catalyst class is: 1. (7) Reactant: [CH2:1]([Zn]CC)C.FC(F)(F)C(O)=O.ICI.[F:16][C:17]1[CH:22]=[CH:21][C:20]([C:23]2[CH2:24][CH2:25][NH:26][CH2:27][CH:28]=2)=[CH:19][CH:18]=1.Cl. Product: [F:16][C:17]1[CH:22]=[CH:21][C:20]([C:23]23[CH2:1][CH:24]2[CH2:25][NH:26][CH2:27][CH2:28]3)=[CH:19][CH:18]=1. The catalyst class is: 4. (8) Reactant: [CH3:1][CH:2]1[CH2:8][CH2:7][NH:6][CH2:5][CH2:4][NH:3]1.[C:9]([O:13][C:14](O[C:14]([O:13][C:9]([CH3:12])([CH3:11])[CH3:10])=[O:15])=[O:15])([CH3:12])([CH3:11])[CH3:10].C(N(CC)CC)C. Product: [CH3:1][CH:2]1[CH2:8][CH2:7][N:6]([C:14]([O:13][C:9]([CH3:12])([CH3:11])[CH3:10])=[O:15])[CH2:5][CH2:4][NH:3]1. The catalyst class is: 85. (9) Reactant: [F:1][C:2]([F:22])([F:21])[O:3][C:4]1[CH:9]=[CH:8][C:7]([CH:10]2[NH:14][C:13]3([CH2:19][CH2:18][CH2:17][CH2:16][CH2:15]3)[NH:12][C:11]2=[O:20])=[CH:6][CH:5]=1.BrN1C(=O)CCC1=O.C(=O)([O-])O.[Na+]. Product: [F:22][C:2]([F:1])([F:21])[O:3][C:4]1[CH:9]=[CH:8][C:7]([C:10]2[C:11](=[O:20])[NH:12][C:13]3([CH2:19][CH2:18][CH2:17][CH2:16][CH2:15]3)[N:14]=2)=[CH:6][CH:5]=1. The catalyst class is: 2. (10) Reactant: [CH3:1][C:2]1[CH:3]=[N:4][C:5]2[C:10]([C:11]=1[C:12](OC)=[O:13])=[CH:9][CH:8]=[CH:7][CH:6]=2.C1COCC1.CCO.[BH4-].[Li+]. Product: [CH3:1][C:2]1[CH:3]=[N:4][C:5]2[C:10]([C:11]=1[CH2:12][OH:13])=[CH:9][CH:8]=[CH:7][CH:6]=2. The catalyst class is: 6.